Task: Predict the product of the given reaction.. Dataset: Forward reaction prediction with 1.9M reactions from USPTO patents (1976-2016) The product is: [N:1]1([C:7]2[N:12]=[C:11]([O:13][CH:14]3[CH2:15][CH2:16][O:17][CH2:18][CH2:19]3)[N:10]=[C:9]([C:20]3[CH:26]=[CH:25][C:23]([NH:24][C:34]([NH:33][C:27]4[CH:32]=[CH:31][CH:30]=[CH:29][CH:28]=4)=[O:35])=[CH:22][CH:21]=3)[N:8]=2)[CH2:2][CH2:3][O:4][CH2:5][CH2:6]1. Given the reactants [N:1]1([C:7]2[N:12]=[C:11]([O:13][CH:14]3[CH2:19][CH2:18][O:17][CH2:16][CH2:15]3)[N:10]=[C:9]([C:20]3[CH:26]=[CH:25][C:23]([NH2:24])=[CH:22][CH:21]=3)[N:8]=2)[CH2:6][CH2:5][O:4][CH2:3][CH2:2]1.[C:27]1([N:33]=[C:34]=[O:35])[CH:32]=[CH:31][CH:30]=[CH:29][CH:28]=1, predict the reaction product.